Dataset: Reaction yield outcomes from USPTO patents with 853,638 reactions. Task: Predict the reaction yield, written as a fraction of the theoretical maximum amount of product (1.0 means a 100% yield; for example, 0.34 means a 34% yield). (1) The reactants are [NH2:1][C:2]1[O:3][C:4]([CH3:11])=[CH:5][C:6](=[O:10])[C:7]=1[C:8]#[N:9]. The catalyst is Cl. The product is [OH:3][C:2]1[N:1]=[C:4]([CH3:11])[CH:5]=[C:6]([OH:10])[C:7]=1[C:8]#[N:9]. The yield is 0.830. (2) The reactants are Cl[C:2]1[CH:3]=[CH:4][C:5]2[N:11]3[CH2:12][C@H:8]([CH2:9][CH2:10]3)[N:7]([C:13]([NH:15][C:16]3[CH:21]=[CH:20][C:19]([F:22])=[CH:18][N:17]=3)=[O:14])[C:6]=2[N:23]=1.CC1(C)C(C)(C)OB([C:32]2[CH:37]=[CH:36][N:35]=[C:34]([N:38]3[CH2:42][CH2:41][CH:40]([C:43]([F:46])([F:45])[F:44])[CH2:39]3)[CH:33]=2)O1.C1(P(C2CCCCC2)C2CCCCC2)CCCCC1. The catalyst is O1CCOCC1.O.CCOC(C)=O.C1C=CC(/C=C/C(/C=C/C2C=CC=CC=2)=O)=CC=1.C1C=CC(/C=C/C(/C=C/C2C=CC=CC=2)=O)=CC=1.C1C=CC(/C=C/C(/C=C/C2C=CC=CC=2)=O)=CC=1.[Pd].[Pd]. The product is [F:22][C:19]1[CH:20]=[CH:21][C:16]([NH:15][C:13]([N:7]2[C@@H:8]3[CH2:12][N:11]([CH2:10][CH2:9]3)[C:5]3[CH:4]=[CH:3][C:2]([C:32]4[CH:37]=[CH:36][N:35]=[C:34]([N:38]5[CH2:42][CH2:41][CH:40]([C:43]([F:45])([F:46])[F:44])[CH2:39]5)[CH:33]=4)=[N:23][C:6]2=3)=[O:14])=[N:17][CH:18]=1. The yield is 0.710. (3) The reactants are [NH2:1][C:2]1[CH:7]=[CH:6][C:5]([CH2:8][S:9]([CH3:12])(=[O:11])=[O:10])=[CH:4][C:3]=1[C:13]1[C:14]2[CH:23]=[CH:22][N:21]([S:24]([C:27]3[CH:33]=[CH:32][C:30]([CH3:31])=[CH:29][CH:28]=3)(=[O:26])=[O:25])[C:15]=2[C:16](=[O:20])[N:17]([CH3:19])[CH:18]=1.Br[C:35]1[CH:36]=[N:37][CH:38]=[CH:39][CH:40]=1.C(=O)([O-])[O-].[Cs+].[Cs+].O. The catalyst is C1(C)C=CC=CC=1.C(O)(C)(C)C. The product is [CH3:19][N:17]1[CH:18]=[C:13]([C:3]2[CH:4]=[C:5]([CH2:8][S:9]([CH3:12])(=[O:10])=[O:11])[CH:6]=[CH:7][C:2]=2[NH:1][C:35]2[CH:36]=[N:37][CH:38]=[CH:39][CH:40]=2)[C:14]2[CH:23]=[CH:22][N:21]([S:24]([C:27]3[CH:28]=[CH:29][C:30]([CH3:31])=[CH:32][CH:33]=3)(=[O:26])=[O:25])[C:15]=2[C:16]1=[O:20]. The yield is 0.319.